Dataset: Catalyst prediction with 721,799 reactions and 888 catalyst types from USPTO. Task: Predict which catalyst facilitates the given reaction. (1) Reactant: [CH3:1][O:2][C:3]1[CH:8]=[CH:7][C:6]([C@H:9]2[C@H:14]([CH2:15]OS(C3C=CC(C)=CC=3)(=O)=O)[CH2:13][N:12]([C:27]([O:29][CH2:30][C:31]3[CH:36]=[CH:35][CH:34]=[CH:33][CH:32]=3)=[O:28])[CH2:11][C@@H:10]2[O:37][CH2:38][C:39]2[CH:40]=[CH:41][C:42]3[O:47][CH2:46][CH2:45][N:44]([CH2:48][CH2:49][CH2:50][O:51][CH3:52])[C:43]=3[CH:53]=2)=[CH:5][CH:4]=1.[CH:54]([NH2:57])([CH3:56])[CH3:55]. Product: [CH:54]([NH:57][CH2:15][C@H:14]1[C@H:9]([C:6]2[CH:7]=[CH:8][C:3]([O:2][CH3:1])=[CH:4][CH:5]=2)[C@@H:10]([O:37][CH2:38][C:39]2[CH:40]=[CH:41][C:42]3[O:47][CH2:46][CH2:45][N:44]([CH2:48][CH2:49][CH2:50][O:51][CH3:52])[C:43]=3[CH:53]=2)[CH2:11][N:12]([C:27]([O:29][CH2:30][C:31]2[CH:32]=[CH:33][CH:34]=[CH:35][CH:36]=2)=[O:28])[CH2:13]1)([CH3:56])[CH3:55]. The catalyst class is: 264. (2) Reactant: IC.[N:3]1[NH:4][N:5]=[N:6][C:7]=1[C:8]1[CH:12]=[CH:11][S:10][C:9]=1[NH:13][C:14](=[O:24])[CH2:15][C:16]1[CH:21]=[CH:20][C:19]([O:22][CH3:23])=[CH:18][CH:17]=1.[C:25](=O)([O-])[O-].[K+].[K+]. Product: [CH3:23][O:22][C:19]1[CH:20]=[CH:21][C:16]([CH2:15][C:14]([NH:13][C:9]2[S:10][CH:11]=[CH:12][C:8]=2[C:7]2[N:3]=[N:4][N:5]([CH3:25])[N:6]=2)=[O:24])=[CH:17][CH:18]=1. The catalyst class is: 18.